Dataset: Retrosynthesis with 50K atom-mapped reactions and 10 reaction types from USPTO. Task: Predict the reactants needed to synthesize the given product. Given the product CCOC(=O)c1nc(Cc2cc(Cl)ccc2OCc2ccccc2)cs1, predict the reactants needed to synthesize it. The reactants are: CCOC(=O)c1nc(CBr)cs1.OB(O)c1cc(Cl)ccc1OCc1ccccc1.